From a dataset of Reaction yield outcomes from USPTO patents with 853,638 reactions. Predict the reaction yield, written as a fraction of the theoretical maximum amount of product (1.0 means a 100% yield; for example, 0.34 means a 34% yield). (1) The reactants are [CH2:1]([C:3]1[N:8]=[C:7]([NH2:9])[CH:6]=[CH:5][N:4]=1)[CH3:2].Br[C:11]1[C:12](=[O:19])[N:13]([CH3:18])[CH:14]=[C:15]([Br:17])[CH:16]=1.CC1(C)C2C(=C(P(C3C=CC=CC=3)C3C=CC=CC=3)C=CC=2)OC2C(P(C3C=CC=CC=3)C3C=CC=CC=3)=CC=CC1=2.C([O-])([O-])=O.[Cs+].[Cs+]. The catalyst is C1C=CC(/C=C/C(/C=C/C2C=CC=CC=2)=O)=CC=1.C1C=CC(/C=C/C(/C=C/C2C=CC=CC=2)=O)=CC=1.C1C=CC(/C=C/C(/C=C/C2C=CC=CC=2)=O)=CC=1.[Pd].[Pd].O1CCOCC1. The product is [Br:17][C:15]1[CH:16]=[C:11]([NH:9][C:7]2[CH:6]=[CH:5][N:4]=[C:3]([CH2:1][CH3:2])[N:8]=2)[C:12](=[O:19])[N:13]([CH3:18])[CH:14]=1. The yield is 0.500. (2) The reactants are [C:1]1([C:45]2[CH:50]=[CH:49][CH:48]=[CH:47][CH:46]=2)[CH:6]=[CH:5][C:4]([C@@:7]2([S:39]([CH2:42][CH2:43][CH3:44])(=[O:41])=[O:40])[CH2:38][N:10]3[C:11](=[O:37])[C@@H:12]([NH:29][C:30]([O:32][C:33]([CH3:36])([CH3:35])[CH3:34])=[O:31])[CH2:13][CH2:14][CH2:15][CH2:16][CH2:17][CH:18]=[CH:19][C@@H:20]4[CH2:25][C@@:21]4([C:26](O)=[O:27])[NH:22][C:23](=[O:24])[C@@H:9]3[CH2:8]2)=[CH:3][CH:2]=1.C1N=CN(C(N2C=NC=C2)=O)C=1.[CH:63]1([S:66]([NH2:69])(=[O:68])=[O:67])[CH2:65][CH2:64]1.C1CCN2C(=NCCC2)CC1. The catalyst is O1CCCC1. The product is [C:1]1([C:45]2[CH:50]=[CH:49][CH:48]=[CH:47][CH:46]=2)[CH:2]=[CH:3][C:4]([C@@:7]2([S:39]([CH2:42][CH2:43][CH3:44])(=[O:41])=[O:40])[CH2:38][N:10]3[C:11](=[O:37])[C@@H:12]([NH:29][C:30](=[O:31])[O:32][C:33]([CH3:35])([CH3:36])[CH3:34])[CH2:13][CH2:14][CH2:15][CH2:16][CH2:17][CH:18]=[CH:19][C@@H:20]4[CH2:25][C@@:21]4([C:26](=[O:27])[NH:69][S:66]([CH:63]4[CH2:65][CH2:64]4)(=[O:68])=[O:67])[NH:22][C:23](=[O:24])[C@@H:9]3[CH2:8]2)=[CH:5][CH:6]=1. The yield is 0.711. (3) The reactants are [CH3:1][O:2][C:3](=[O:39])[CH2:4][C@H:5]([C:14]1[CH:19]=[CH:18][C:17]([C:20]2[C:28]3[C:27]([NH2:29])=[N:26][CH:25]=[N:24][C:23]=3[N:22]([S:30]([C:33]3[CH:38]=[CH:37][CH:36]=[CH:35][CH:34]=3)(=[O:32])=[O:31])[CH:21]=2)=[CH:16][CH:15]=1)[NH:6]C(OC(C)(C)C)=O.Cl. The catalyst is CO. The product is [NH2:6][C@@H:5]([C:14]1[CH:19]=[CH:18][C:17]([C:20]2[C:28]3[C:27]([NH2:29])=[N:26][CH:25]=[N:24][C:23]=3[N:22]([S:30]([C:33]3[CH:34]=[CH:35][CH:36]=[CH:37][CH:38]=3)(=[O:31])=[O:32])[CH:21]=2)=[CH:16][CH:15]=1)[CH2:4][C:3]([O:2][CH3:1])=[O:39]. The yield is 0.894. (4) The reactants are [Cl:1][C:2]1[C:7]([CH2:8]O)=[CH:6][CH:5]=[C:4]([Cl:10])[N:3]=1.BrCC1C(Cl)=NC(Cl)=CC=1.[CH3:21][C:22]1[N:27]=[C:26]([SH:28])[N:25]=[C:24]([OH:29])[CH:23]=1. The catalyst is C(N(CC)CC)C. The product is [Cl:1][C:2]1[C:7]([CH2:8][S:28][C:26]2[N:25]=[C:24]([OH:29])[CH:23]=[C:22]([CH3:21])[N:27]=2)=[CH:6][CH:5]=[C:4]([Cl:10])[N:3]=1. The yield is 0.820. (5) The reactants are [CH3:1][O:2][C:3]1[CH:4]=[C:5]([O:14]COC)[C:6]([CH3:13])=[C:7]([O:9]COC)[CH:8]=1.Cl.O. The catalyst is CO. The product is [CH3:1][O:2][C:3]1[CH:4]=[C:5]([OH:14])[C:6]([CH3:13])=[C:7]([OH:9])[CH:8]=1. The yield is 0.990. (6) The reactants are [NH2:1][C:2]1[N:3]=[CH:4][C:5]2[CH:11]=[C:10]([C:12]3[C:17]([Cl:18])=[C:16]([O:19][CH3:20])[CH:15]=[C:14]([O:21][CH3:22])[C:13]=3[Cl:23])[C:9](=[O:24])[N:8]([CH2:25][CH2:26][CH2:27][N:28]3[CH2:33][CH2:32][N:31]([C:34]([O:36][C:37]([CH3:40])([CH3:39])[CH3:38])=[O:35])[CH2:30][CH2:29]3)[C:6]=2[N:7]=1.[C:41](=O)([O:44]C)[O:42][CH3:43].CC([O-])(C)C.[K+]. The catalyst is C1COCC1. The product is [Cl:18][C:17]1[C:16]([O:19][CH3:20])=[CH:15][C:14]([O:21][CH3:22])=[C:13]([Cl:23])[C:12]=1[C:10]1[C:9](=[O:24])[N:8]([CH2:25][CH2:26][CH2:27][N:28]2[CH2:29][CH2:30][N:31]([C:34]([O:36][C:37]([CH3:40])([CH3:39])[CH3:38])=[O:35])[CH2:32][CH2:33]2)[C:6]2[N:7]=[C:2]([NH:1][C:41]([O:42][CH3:43])=[O:44])[N:3]=[CH:4][C:5]=2[CH:11]=1. The yield is 0.910. (7) The product is [Br:1][C:2]1[C:10]2[N:9]=[C:8]([Cl:24])[N:7]([CH2:12][CH2:13][N:14]([CH3:16])[CH3:15])[C:6]=2[C:5]([CH:17]([CH2:20][CH3:21])[CH2:18][CH3:19])=[CH:4][CH:3]=1. No catalyst specified. The yield is 0.350. The reactants are [Br:1][C:2]1[C:10]2[NH:9][C:8](=O)[N:7]([CH2:12][CH2:13][N:14]([CH3:16])[CH3:15])[C:6]=2[C:5]([CH:17]([CH2:20][CH3:21])[CH2:18][CH3:19])=[CH:4][CH:3]=1.P(Cl)(Cl)([Cl:24])=O.C(=O)([O-])O.[Na+]. (8) The reactants are [C:1]([O:5][C:6](=[O:17])[CH2:7][C@@H:8]([CH2:15][OH:16])[CH2:9][C@H:10]([CH3:14])[CH2:11][CH2:12][CH3:13])([CH3:4])([CH3:3])[CH3:2].C(N(CC)CC)C.[S:25](Cl)([C:28]1[CH:34]=[CH:33][C:31]([CH3:32])=[CH:30][CH:29]=1)(=[O:27])=[O:26].Cl. The catalyst is C(Cl)Cl.CN(C1C=CN=CC=1)C. The product is [C:1]([O:5][C:6](=[O:17])[CH2:7][C@@H:8]([CH2:15][O:16][S:25]([C:28]1[CH:34]=[CH:33][C:31]([CH3:32])=[CH:30][CH:29]=1)(=[O:27])=[O:26])[CH2:9][C@H:10]([CH3:14])[CH2:11][CH2:12][CH3:13])([CH3:3])([CH3:2])[CH3:4]. The yield is 0.910. (9) The product is [NH:8]1[CH:12]=[C:11]([C:13]2[N:14]=[C:15]([NH:20][C:21]3[CH:26]=[CH:25][CH:24]=[CH:23][N:22]=3)[S:16][C:17]=2[C:18]#[N:19])[CH:10]=[N:9]1. The yield is 0.260. The catalyst is C(O)(C(F)(F)F)=O. The reactants are COC1C=CC(C[N:8]2[CH:12]=[C:11]([C:13]3[N:14]=[C:15]([NH:20][C:21]4[CH:26]=[CH:25][CH:24]=[CH:23][N:22]=4)[S:16][C:17]=3[C:18]#[N:19])[CH:10]=[N:9]2)=CC=1.C([O-])([O-])=O.[Na+].[Na+].O.